From a dataset of Reaction yield outcomes from USPTO patents with 853,638 reactions. Predict the reaction yield, written as a fraction of the theoretical maximum amount of product (1.0 means a 100% yield; for example, 0.34 means a 34% yield). The reactants are Br[C:2]1[CH:3]=[CH:4][C:5]([O:14][CH3:15])=[C:6]([C:8]2[CH:9]=[N:10][CH:11]=[CH:12][CH:13]=2)[CH:7]=1.[B:16]1([B:16]2[O:21][CH2:20][C:19]([CH3:23])([CH3:22])[CH2:18][O:17]2)[O:21][CH2:20][C:19]([CH3:23])([CH3:22])[CH2:18][O:17]1. No catalyst specified. The product is [CH3:22][C:19]1([CH3:23])[CH2:20][O:21][B:16]([C:2]2[CH:3]=[CH:4][C:5]([O:14][CH3:15])=[C:6]([C:8]3[CH:9]=[N:10][CH:11]=[CH:12][CH:13]=3)[CH:7]=2)[O:17][CH2:18]1. The yield is 0.990.